The task is: Regression. Given a peptide amino acid sequence and an MHC pseudo amino acid sequence, predict their binding affinity value. This is MHC class II binding data.. This data is from Peptide-MHC class II binding affinity with 134,281 pairs from IEDB. (1) The peptide sequence is KCRAPGGAKKPLRPR. The MHC is DRB1_1301 with pseudo-sequence DRB1_1301. The binding affinity (normalized) is 0.255. (2) The peptide sequence is KVLELAAALSDDFER. The MHC is HLA-DQA10301-DQB10302 with pseudo-sequence HLA-DQA10301-DQB10302. The binding affinity (normalized) is 0.464. (3) The peptide sequence is KQELDEISTNIRQAG. The MHC is DRB1_1201 with pseudo-sequence DRB1_1201. The binding affinity (normalized) is 0. (4) The peptide sequence is EAAVKQAYAATVAAA. The MHC is DRB1_0901 with pseudo-sequence DRB1_0901. The binding affinity (normalized) is 0.831. (5) The peptide sequence is KAFVLDSDNLIPKVV. The MHC is DRB1_0901 with pseudo-sequence DRB1_0901. The binding affinity (normalized) is 0.602. (6) The peptide sequence is EDGIYGIFQSTFLGA. The MHC is DRB3_0301 with pseudo-sequence DRB3_0301. The binding affinity (normalized) is 0.